From a dataset of Reaction yield outcomes from USPTO patents with 853,638 reactions. Predict the reaction yield, written as a fraction of the theoretical maximum amount of product (1.0 means a 100% yield; for example, 0.34 means a 34% yield). (1) The reactants are [C:1]([N:4]1[C@@H:10]([CH3:11])[C@H:9]([NH:12][C:13](=[O:25])[C@@H:14]([N:16]([CH3:24])[C:17](=[O:23])[O:18][C:19]([CH3:22])([CH3:21])[CH3:20])[CH3:15])[C:8](=[O:26])[NH:7][C:6]2[CH:27]=[CH:28][CH:29]=[CH:30][C:5]1=2)(=[O:3])[CH3:2].Cl[CH2:32][C:33]1[C:42]2[C:37](=[CH:38][CH:39]=[CH:40][CH:41]=2)[CH:36]=[CH:35][C:34]=1[O:43][CH3:44].C(=O)([O-])[O-].[Cs+].[Cs+].[I-].[Na+]. The catalyst is CN(C=O)C.CCOC(C)=O. The product is [C:1]([N:4]1[C@@H:10]([CH3:11])[C@H:9]([NH:12][C:13](=[O:25])[C@@H:14]([N:16]([CH3:24])[C:17](=[O:23])[O:18][C:19]([CH3:22])([CH3:21])[CH3:20])[CH3:15])[C:8](=[O:26])[N:7]([CH2:32][C:33]2[C:42]3[C:37](=[CH:38][CH:39]=[CH:40][CH:41]=3)[CH:36]=[CH:35][C:34]=2[O:43][CH3:44])[C:6]2[CH:27]=[CH:28][CH:29]=[CH:30][C:5]1=2)(=[O:3])[CH3:2]. The yield is 0.490. (2) The reactants are [CH3:1][O:2][CH2:3][CH2:4][O:5][C:6]1[CH:11]=[C:10]([CH3:12])[CH:9]=[CH:8][C:7]=1[NH:13][C:14]1[O:15][CH2:16][C:17](=[O:24])[C:18]=1[C:19]([O:21][CH2:22][CH3:23])=[O:20].[NH:25]1[C:33]2[C:28](=[CH:29][CH:30]=[CH:31][N:32]=2)[C:27]([CH:34]=O)=[CH:26]1. The catalyst is C(O)C.Cl. The product is [NH:25]1[C:33]2=[N:32][CH:31]=[CH:30][CH:29]=[C:28]2[C:27]([CH:34]=[C:16]2[O:15][C:14]([NH:13][C:7]3[CH:8]=[CH:9][C:10]([CH3:12])=[CH:11][C:6]=3[O:5][CH2:4][CH2:3][O:2][CH3:1])=[C:18]([C:19]([O:21][CH2:22][CH3:23])=[O:20])[C:17]2=[O:24])=[CH:26]1. The yield is 0.430. (3) The reactants are [CH2:1]([NH:8][CH2:9][CH2:10][CH:11]=[CH2:12])[C:2]1[CH:7]=[CH:6][CH:5]=[CH:4][CH:3]=1.CS(C)=O.C(N(CC)CC)C.Br[CH2:25][C:26]([O:28][CH3:29])=[O:27]. The catalyst is C(OCC)(=O)C. The product is [CH2:1]([N:8]([CH2:9][CH2:10][CH:11]=[CH2:12])[CH2:25][C:26]([O:28][CH3:29])=[O:27])[C:2]1[CH:7]=[CH:6][CH:5]=[CH:4][CH:3]=1. The yield is 0.840. (4) The reactants are C[Si](C)(C)[O-:3].[Na+].[Br:7][C:8]1[C:13]([F:14])=[CH:12][C:11]([N+:15]([O-:17])=[O:16])=[C:10](F)[CH:9]=1. The catalyst is C1COCC1. The product is [Br:7][C:8]1[C:13]([F:14])=[CH:12][C:11]([N+:15]([O-:17])=[O:16])=[C:10]([OH:3])[CH:9]=1. The yield is 0.0206.